This data is from Reaction yield outcomes from USPTO patents with 853,638 reactions. The task is: Predict the reaction yield, written as a fraction of the theoretical maximum amount of product (1.0 means a 100% yield; for example, 0.34 means a 34% yield). (1) The product is [Br:3][C:4]1[CH:5]=[CH:6][C:7]2[C:8]([CH:9]=1)=[C:20]([C:16]1[CH:17]=[CH:18][CH:19]=[C:14]([Cl:13])[CH:15]=1)[O:12][N:10]=2. The catalyst is CO. The reactants are [OH-].[Na+].[Br:3][C:4]1[CH:9]=[CH:8][C:7]([N+:10]([O-:12])=O)=[CH:6][CH:5]=1.[Cl:13][C:14]1[CH:15]=[C:16]([CH2:20]C#N)[CH:17]=[CH:18][CH:19]=1.O. The yield is 0.348. (2) The reactants are [F:1][C:2]1[C:3]([N+:16]([O-])=O)=[CH:4][C:5]([N+:13]([O-])=O)=[C:6](/[CH:8]=[CH:9]/N(C)C)[CH:7]=1. The catalyst is [Ni].CCO. The product is [F:1][C:2]1[CH:7]=[C:6]2[C:5](=[CH:4][C:3]=1[NH2:16])[NH:13][CH:9]=[CH:8]2. The yield is 0.160. (3) The product is [CH2:13]([O:12][CH2:11][CH:10]([CH:20]1[CH2:23][CH:22]([S:24]([O-:27])(=[O:26])=[O:25])[CH2:21]1)[CH2:9][O:8][CH2:1][C:2]1[CH:3]=[CH:4][CH:5]=[CH:6][CH:7]=1)[C:14]1[CH:19]=[CH:18][CH:17]=[CH:16][CH:15]=1.[K+:35]. The reactants are [CH2:1]([O:8][CH2:9][CH:10]([CH:20]1[CH2:23][CH:22]([S:24]([O:27]CCCC)(=[O:26])=[O:25])[CH2:21]1)[CH2:11][O:12][CH2:13][C:14]1[CH:19]=[CH:18][CH:17]=[CH:16][CH:15]=1)[C:2]1[CH:7]=[CH:6][CH:5]=[CH:4][CH:3]=1.C([S-])#N.[K+:35]. The yield is 0.830. The catalyst is COCCOC.O. (4) The reactants are Cl.O.O.[CH2:4]=[C:5]1[C:10](=[O:11])[CH:9]2[CH2:12][CH2:13][N:6]1[CH2:7][CH2:8]2.C([O-])([O-])=O.[K+].[K+].C(Cl)Cl. The catalyst is O. The product is [CH2:4]=[C:5]1[C:10](=[O:11])[CH:9]2[CH2:12][CH2:13][N:6]1[CH2:7][CH2:8]2. The yield is 1.00. (5) The reactants are C[CH2:2][N:3](C(C)C)C(C)C.C1C=CC2N(O)N=NC=2C=1.CCN=C=NCCCN(C)C.N1[CH:36]=[CH:35][CH:34]=[C:33]([C:37]2[CH:45]=[CH:44][C:40]([C:41]([OH:43])=O)=[CH:39][CH:38]=2)C=1.Cl.[NH2:47][CH2:48][C:49]([N:51]1[CH2:56][CH2:55][N:54]([C:57](=[O:68])[C:58]2[CH:63]=[CH:62][CH:61]=[CH:60][C:59]=2[C:64]([F:67])([F:66])[F:65])[CH2:53][CH2:52]1)=[O:50].Cl.CO. The catalyst is CN(C=O)C.O1CCOCC1. The product is [O:50]=[C:49]([N:51]1[CH2:52][CH2:53][N:54]([C:57](=[O:68])[C:58]2[CH:63]=[CH:62][CH:61]=[CH:60][C:59]=2[C:64]([F:67])([F:65])[F:66])[CH2:55][CH2:56]1)[CH2:48][NH:47][C:41](=[O:43])[C:40]1[CH:39]=[CH:38][C:37]([C:33]2[CH:34]=[CH:35][CH:36]=[CH:2][N:3]=2)=[CH:45][CH:44]=1. The yield is 0.190. (6) The reactants are P(Cl)(Cl)(Cl)=O.[CH3:6][C:7]([C:9]([CH3:12])([CH3:11])[CH3:10])=O.[ClH:13].NO.C[N:17]([CH:19]=O)C. The catalyst is O. The product is [Cl:13][C:7]([C:9]([CH3:12])([CH3:11])[CH3:10])=[CH:6][C:19]#[N:17]. The yield is 0.350. (7) The reactants are [C:1]1([S:7][CH:8]([S:16][C:17]2[CH:22]=[CH:21][CH:20]=[CH:19][CH:18]=2)[S:9][C:10]2[CH:15]=[CH:14][CH:13]=[CH:12][CH:11]=2)[CH:6]=[CH:5][CH:4]=[CH:3][CH:2]=1.C([Li:27])CCC.[Cl-].[NH4+]. The catalyst is CCCCCC.C1COCC1. The product is [C:17]1([S:16][C:8]([Li:27])([S:7][C:1]2[CH:2]=[CH:3][CH:4]=[CH:5][CH:6]=2)[S:9][C:10]2[CH:15]=[CH:14][CH:13]=[CH:12][CH:11]=2)[CH:22]=[CH:21][CH:20]=[CH:19][CH:18]=1. The yield is 0.920. (8) The reactants are [NH2:1][C:2]1[CH:3]=[C:4]([CH:7]=[CH:8][C:9]=1[NH:10][CH2:11][CH3:12])[C:5]#[N:6].[CH2:13]([N:20]=[C:21]=[S:22])[C:14]1[CH:19]=[CH:18][CH:17]=[CH:16][CH:15]=1. The catalyst is C1COCC1. The product is [CH2:13]([NH:20][C:21]([NH:1][C:2]1[CH:3]=[C:4]([C:5]#[N:6])[CH:7]=[CH:8][C:9]=1[NH:10][CH2:11][CH3:12])=[S:22])[C:14]1[CH:19]=[CH:18][CH:17]=[CH:16][CH:15]=1. The yield is 0.930. (9) The reactants are [Cl:1][C:2]1[CH:7]=[C:6]([Cl:8])[CH:5]=[CH:4][C:3]=1[C:9]1[CH:14]=[CH:13][N:12]([C:15]2[CH:16]=[CH:17][C:18]3[C:19]4[CH2:28][N:27](C(OC(C)(C)C)=O)[CH2:26][CH2:25][C:20]=4[N:21]([CH3:24])[C:22]=3[CH:23]=2)[C:11](=[O:36])[CH:10]=1.[ClH:37]. The catalyst is CO.CCOCC. The product is [ClH:1].[ClH:37].[Cl:1][C:2]1[CH:7]=[C:6]([Cl:8])[CH:5]=[CH:4][C:3]=1[C:9]1[CH:14]=[CH:13][N:12]([C:15]2[CH:16]=[CH:17][C:18]3[C:19]4[CH2:28][NH:27][CH2:26][CH2:25][C:20]=4[N:21]([CH3:24])[C:22]=3[CH:23]=2)[C:11](=[O:36])[CH:10]=1. The yield is 0.420.